From a dataset of Reaction yield outcomes from USPTO patents with 853,638 reactions. Predict the reaction yield, written as a fraction of the theoretical maximum amount of product (1.0 means a 100% yield; for example, 0.34 means a 34% yield). (1) The reactants are [CH2:1]([O:3][C:4]([C:6]1[CH:7]=[N:8][N:9]([C:11]2[N:15](COCCOC)[C:14]3[CH:22]=[C:23]([S:30]([CH2:32][CH3:33])=[O:31])[C:24](C(F)(F)F)=[CH:25][C:13]=3[N:12]=2)[CH:10]=1)=[O:5])[CH3:2].[ClH:34]. The catalyst is C(O)C.O1CCOCC1. The product is [CH2:1]([O:3][C:4]([C:6]1[CH:7]=[N:8][N:9]([C:11]2[NH:15][C:14]3[CH:22]=[C:23]([S:30]([CH2:32][CH3:33])=[O:31])[C:24]([Cl:34])=[CH:25][C:13]=3[N:12]=2)[CH:10]=1)=[O:5])[CH3:2]. The yield is 0.670. (2) The reactants are [C:1]([N:4]1[C:13]2[C:8](=[CH:9][C:10]([C:14]3[CH:19]=[CH:18][C:17]([CH2:20][N:21]4[CH2:26][CH2:25][CH2:24][CH2:23][CH2:22]4)=[CH:16][CH:15]=3)=[CH:11][CH:12]=2)[C@H:7]([NH2:27])[CH2:6][C@@H:5]1[CH3:28])(=[O:3])[CH3:2].C1C=CC(P(C2C(C3C(P(C4C=CC=CC=4)C4C=CC=CC=4)=CC=C4C=3C=CC=C4)=C3C(C=CC=C3)=CC=2)C2C=CC=CC=2)=CC=1.CC(C)([O-:78])C.[Na+].Cl[C:82]1[CH:87]=[CH:86][CH:85]=[CH:84][N:83]=1. The catalyst is C1(C)C=CC=CC=1.C1C=CC(/C=C/C(/C=C/C2C=CC=CC=2)=O)=CC=1.C1C=CC(/C=C/C(/C=C/C2C=CC=CC=2)=O)=CC=1.C1C=CC(/C=C/C(/C=C/C2C=CC=CC=2)=O)=CC=1.[Pd].[Pd]. The product is [CH:1]([OH:3])=[O:78].[C:1]([N:4]1[C:13]2[C:8](=[CH:9][C:10]([C:14]3[CH:19]=[CH:18][C:17]([CH2:20][N:21]4[CH2:26][CH2:25][CH2:24][CH2:23][CH2:22]4)=[CH:16][CH:15]=3)=[CH:11][CH:12]=2)[C@H:7]([NH:27][C:82]2[CH:87]=[CH:86][CH:85]=[CH:84][N:83]=2)[CH2:6][C@@H:5]1[CH3:28])(=[O:3])[CH3:2]. The yield is 0.240.